This data is from Forward reaction prediction with 1.9M reactions from USPTO patents (1976-2016). The task is: Predict the product of the given reaction. Given the reactants C(OC(=O)[NH:7][CH2:8][CH2:9][N:10]([C:25](=[O:28])[CH2:26]Cl)[CH2:11][C:12]1[CH:17]=[CH:16][C:15]([N+:18]([O-:20])=[O:19])=[CH:14][C:13]=1[C:21]([F:24])([F:23])[F:22])(C)(C)C.CC#N.C([O-])([O-])=O.[Cs+].[Cs+], predict the reaction product. The product is: [N+:18]([C:15]1[CH:16]=[CH:17][C:12]([CH2:11][N:10]2[CH2:9][CH2:8][NH:7][CH2:26][C:25]2=[O:28])=[C:13]([C:21]([F:23])([F:22])[F:24])[CH:14]=1)([O-:20])=[O:19].